From a dataset of Peptide-MHC class I binding affinity with 185,985 pairs from IEDB/IMGT. Regression. Given a peptide amino acid sequence and an MHC pseudo amino acid sequence, predict their binding affinity value. This is MHC class I binding data. (1) The peptide sequence is IYMLVGKYS. The MHC is HLA-A02:02 with pseudo-sequence HLA-A02:02. The binding affinity (normalized) is 0.261. (2) The peptide sequence is SWPDGAELPF. The MHC is Mamu-A01 with pseudo-sequence Mamu-A01. The binding affinity (normalized) is 0.196. (3) The peptide sequence is LADQLIHLHY. The MHC is HLA-B45:01 with pseudo-sequence HLA-B45:01. The binding affinity (normalized) is 0. (4) The peptide sequence is ITLNVLAWLY. The MHC is HLA-A30:02 with pseudo-sequence HLA-A30:02. The binding affinity (normalized) is 1.00. (5) The peptide sequence is EALSGFLQY. The MHC is HLA-A32:01 with pseudo-sequence HLA-A32:01. The binding affinity (normalized) is 0.